Dataset: TCR-epitope binding with 47,182 pairs between 192 epitopes and 23,139 TCRs. Task: Binary Classification. Given a T-cell receptor sequence (or CDR3 region) and an epitope sequence, predict whether binding occurs between them. (1) The epitope is KLNVGDYFV. The TCR CDR3 sequence is CASSESGNEQFF. Result: 1 (the TCR binds to the epitope). (2) The epitope is KRWIILGLNK. The TCR CDR3 sequence is CASSLRGLAFTSSYNEQFF. Result: 1 (the TCR binds to the epitope). (3) The TCR CDR3 sequence is CASSQEWPHDRGNTGELFF. The epitope is GTSGSPIIDK. Result: 0 (the TCR does not bind to the epitope). (4) The epitope is IVDTVSALV. Result: 0 (the TCR does not bind to the epitope). The TCR CDR3 sequence is CASSLDGGGGNTIYF.